From a dataset of Reaction yield outcomes from USPTO patents with 853,638 reactions. Predict the reaction yield, written as a fraction of the theoretical maximum amount of product (1.0 means a 100% yield; for example, 0.34 means a 34% yield). (1) The reactants are [CH2:1]([S:5][C:6]1[CH:14]=[CH:13][C:12]([S:15]([CH3:18])(=[O:17])=[O:16])=[CH:11][C:7]=1[C:8]([OH:10])=O)[CH:2]([CH3:4])[CH3:3].CN(C(ON1N=NC2C=CC=CC1=2)=[N+](C)C)C.[B-](F)(F)(F)F.C(N(C(C)C)C(C)C)C.[F:50][C:51]1[C:52]([N:61]2[CH2:66][CH2:65][NH:64][CH2:63][CH2:62]2)=[N:53][CH:54]=[C:55]([C:57]([F:60])([F:59])[F:58])[CH:56]=1. The catalyst is O1CCCC1.C(OCC)(=O)C.CCCCCCC. The product is [F:50][C:51]1[C:52]([N:61]2[CH2:66][CH2:65][N:64]([C:8]([C:7]3[CH:11]=[C:12]([S:15]([CH3:18])(=[O:17])=[O:16])[CH:13]=[CH:14][C:6]=3[S:5][CH2:1][CH:2]([CH3:3])[CH3:4])=[O:10])[CH2:63][CH2:62]2)=[N:53][CH:54]=[C:55]([C:57]([F:58])([F:59])[F:60])[CH:56]=1. The yield is 0.570. (2) The reactants are [F:1][C:2]1[CH:29]=[C:28]([N+:30]([O-:32])=[O:31])[CH:27]=[CH:26][C:3]=1[O:4][C:5]1[CH:10]=[CH:9][N:8]=[C:7]2[CH:11]=[C:12]([C:14]3[N:15]([CH3:25])[C:16]([CH2:19][NH:20][CH2:21][CH2:22][O:23][CH3:24])=[CH:17][N:18]=3)[S:13][C:6]=12.[CH3:33][C:34]([O:37][C:38](O[C:38]([O:37][C:34]([CH3:36])([CH3:35])[CH3:33])=[O:39])=[O:39])([CH3:36])[CH3:35]. The catalyst is C(Cl)Cl. The product is [F:1][C:2]1[CH:29]=[C:28]([N+:30]([O-:32])=[O:31])[CH:27]=[CH:26][C:3]=1[O:4][C:5]1[CH:10]=[CH:9][N:8]=[C:7]2[CH:11]=[C:12]([C:14]3[N:15]([CH3:25])[C:16]([CH2:19][N:20]([CH2:21][CH2:22][O:23][CH3:24])[C:38](=[O:39])[O:37][C:34]([CH3:36])([CH3:35])[CH3:33])=[CH:17][N:18]=3)[S:13][C:6]=12. The yield is 0.710. (3) The reactants are Br.[Br:2][CH:3]1[C:12]2[NH:11][C:10](=[O:13])[CH:9]=[CH:8][C:7]=2[CH2:6][CH2:5][CH2:4]1.C([O-])(O)=O.[Na+]. The catalyst is C(Cl)Cl. The product is [Br:2][CH:3]1[C:12]2[NH:11][C:10](=[O:13])[CH:9]=[CH:8][C:7]=2[CH2:6][CH2:5][CH2:4]1. The yield is 0.400. (4) The reactants are [F:1][C:2]([F:31])([F:30])[C:3]1[CH:4]=[C:5]([NH:13][C:14](SC)=[C:15]([S:18]([C:21]2[CH:26]=[CH:25][C:24]([Cl:27])=[CH:23][CH:22]=2)(=[O:20])=[O:19])[C:16]#[N:17])[CH:6]=[C:7]([C:9]([F:12])([F:11])[F:10])[CH:8]=1. The catalyst is C(N)CC. The product is [F:31][C:2]([F:1])([F:30])[C:3]1[CH:4]=[C:5]([NH:13][C:14]([NH:13][CH2:5][CH2:4][CH3:3])=[C:15]([S:18]([C:21]2[CH:22]=[CH:23][C:24]([Cl:27])=[CH:25][CH:26]=2)(=[O:19])=[O:20])[C:16]#[N:17])[CH:6]=[C:7]([C:9]([F:11])([F:12])[F:10])[CH:8]=1. The yield is 0.650. (5) The reactants are C(Cl)(=O)C(Cl)=O.CS(C)=O.[CH2:11]([C:13]1[S:42][C:16]2[N:17]([CH2:27][C:28]3[CH:33]=[CH:32][C:31]([C:34]4[C:35]([C:40]#[N:41])=[CH:36][CH:37]=[CH:38][CH:39]=4)=[CH:30][CH:29]=3)[C:18](=[O:26])[N:19]([CH:22]([CH3:25])[CH2:23][OH:24])[C:20](=[O:21])[C:15]=2[CH:14]=1)[CH3:12].C(N(CC)CC)C. The catalyst is C(Cl)Cl. The product is [CH2:11]([C:13]1[S:42][C:16]2[N:17]([CH2:27][C:28]3[CH:33]=[CH:32][C:31]([C:34]4[C:35]([C:40]#[N:41])=[CH:36][CH:37]=[CH:38][CH:39]=4)=[CH:30][CH:29]=3)[C:18](=[O:26])[N:19]([CH:22]([CH3:25])[CH:23]=[O:24])[C:20](=[O:21])[C:15]=2[CH:14]=1)[CH3:12]. The yield is 0.850. (6) The reactants are F.F.F.C(N(CC)CC)C.[Si]([O:28][CH2:29][C@H:30]1[O:34][C@@H:33]([N:35]2[CH:42]=[C:41]([CH3:43])[C:39](=[O:40])[NH:38][C:36]2=[O:37])[C@H:32]([O:44][CH2:45][CH2:46][O:47][N:48]([CH3:50])[CH3:49])[C@@H:31]1[OH:51])(C(C)(C)C)(C1C=CC=CC=1)C1C=CC=CC=1.CO. The catalyst is C1COCC1.C(Cl)Cl. The product is [CH3:49][N:48]([CH3:50])[O:47][CH2:46][CH2:45][O:44][C@@H:32]1[C@H:31]([OH:51])[C@@H:30]([CH2:29][OH:28])[O:34][C@H:33]1[N:35]1[CH:42]=[C:41]([CH3:43])[C:39](=[O:40])[NH:38][C:36]1=[O:37]. The yield is 0.925. (7) The reactants are [Cl:1][C:2]1[CH:3]=[C:4]([C:8]([C:11]#[C:12][C:13]2[CH:14]=[N:15][CH:16]=[C:17]([F:20])[C:18]=2[CH3:19])=[CH:9][N:10]=1)[CH:5]=[N:6][OH:7]. The catalyst is C(Cl)(Cl)Cl.C(Cl)Cl.CO.[N+]([O-])([O-])=O.[Ag+]. The product is [Cl:1][C:2]1[CH:3]=[C:4]2[C:8]([CH:11]=[C:12]([C:13]3[CH:14]=[N:15][CH:16]=[C:17]([F:20])[C:18]=3[CH3:19])[N+:6]([O-:7])=[CH:5]2)=[CH:9][N:10]=1. The yield is 0.660. (8) The reactants are Cl[C:2]1[CH:7]=[C:6]([O:8][CH3:9])[CH:5]=[CH:4][N:3]=1.C[Sn](C)(C)[Sn](C)(C)C.[CH3:18][S:19]([O:22][C:23]1[CH:28]=[CH:27][C:26]([C:29]2([C:37]3[CH:42]=[CH:41][C:40]([F:43])=[C:39](Br)[CH:38]=3)[C:33](=[O:34])[N:32]([CH3:35])[C:31]([NH2:36])=[N:30]2)=[CH:25][CH:24]=1)(=[O:21])=[O:20]. The catalyst is C1C=CC([P]([Pd]([P](C2C=CC=CC=2)(C2C=CC=CC=2)C2C=CC=CC=2)([P](C2C=CC=CC=2)(C2C=CC=CC=2)C2C=CC=CC=2)[P](C2C=CC=CC=2)(C2C=CC=CC=2)C2C=CC=CC=2)(C2C=CC=CC=2)C2C=CC=CC=2)=CC=1. The product is [CH3:18][S:19]([O:22][C:23]1[CH:28]=[CH:27][C:26]([C:29]2([C:37]3[CH:38]=[CH:39][C:40]([F:43])=[C:41]([C:2]4[CH:7]=[C:6]([O:8][CH3:9])[CH:5]=[CH:4][N:3]=4)[CH:42]=3)[C:33](=[O:34])[N:32]([CH3:35])[C:31]([NH2:36])=[N:30]2)=[CH:25][CH:24]=1)(=[O:21])=[O:20]. The yield is 0.0600. (9) The reactants are [NH2:1][C:2](=O)[CH2:3][CH2:4][C@@H:5]([NH:17][C:18](=[O:24])[O:19][C:20]([CH3:23])([CH3:22])[CH3:21])[CH2:6][C:7]1[CH:8]=[N:9][C:10]([C:13]([F:16])([F:15])[F:14])=[CH:11][CH:12]=1.COC1C=CC(P2(SP(C3C=CC(OC)=CC=3)(=S)S2)=[S:35])=CC=1. The catalyst is C(Cl)Cl. The product is [NH2:1][C:2](=[S:35])[CH2:3][CH2:4][C@@H:5]([NH:17][C:18](=[O:24])[O:19][C:20]([CH3:23])([CH3:22])[CH3:21])[CH2:6][C:7]1[CH:8]=[N:9][C:10]([C:13]([F:16])([F:15])[F:14])=[CH:11][CH:12]=1. The yield is 0.860.